From a dataset of Full USPTO retrosynthesis dataset with 1.9M reactions from patents (1976-2016). Predict the reactants needed to synthesize the given product. (1) Given the product [C:1]([O:4][CH2:5][CH2:6][CH2:7][N:8]1[C:13](=[O:14])[C:12]2[N:15]([CH3:34])[C:16]([C:19]3[CH:24]=[CH:23][CH:22]=[C:21]([O:25][C:26]([F:29])([F:27])[F:28])[CH:20]=3)=[C:17]([Br:18])[C:11]=2[N:10]([CH3:30])[C:9]1=[O:31])(=[O:3])[CH3:2], predict the reactants needed to synthesize it. The reactants are: [C:1]([O:4][CH2:5][CH2:6][CH2:7][N:8]1[C:13](=[O:14])[C:12]2[NH:15][C:16]([C:19]3[CH:24]=[CH:23][CH:22]=[C:21]([O:25][C:26]([F:29])([F:28])[F:27])[CH:20]=3)=[C:17]([Br:18])[C:11]=2[N:10]([CH3:30])[C:9]1=[O:31])(=[O:3])[CH3:2].CI.[C:34]([O-])([O-])=O.[K+].[K+]. (2) The reactants are: [CH3:1][C:2]([C:5]1[CH:6]=[C:7]([S:16][C:17]([S:20][C:21]2[CH:26]=[C:25]([C:27]([CH3:30])([CH3:29])[CH3:28])[C:24]([OH:31])=[C:23]([C:32]([CH3:35])([CH3:34])[CH3:33])[CH:22]=2)([CH3:19])[CH3:18])[CH:8]=[C:9]([C:12]([CH3:15])([CH3:14])[CH3:13])[C:10]=1[OH:11])([CH3:4])[CH3:3].C1(P(C2C=CC=CC=2)C2C=CC=CC=2)C=CC=CC=1.N(C(OCC)=O)=NC(OCC)=O.[CH2:67]([O:69][CH:70]1[O:74][C@@H:73]([CH2:75]O)[C@H:72]([CH2:77][OH:78])[O:71]1)[CH3:68]. Given the product [C:12]([C:9]1[CH:8]=[C:7]([S:16][C:17]([S:20][C:21]2[CH:22]=[C:23]([C:32]([CH3:35])([CH3:34])[CH3:33])[C:24]([O:31][CH2:75][C@H:73]3[C@H:72]([CH2:77][OH:78])[O:71][CH:70]([O:69][CH2:67][CH3:68])[O:74]3)=[C:25]([C:27]([CH3:30])([CH3:29])[CH3:28])[CH:26]=2)([CH3:18])[CH3:19])[CH:6]=[C:5]([C:2]([CH3:1])([CH3:3])[CH3:4])[C:10]=1[OH:11])([CH3:13])([CH3:14])[CH3:15], predict the reactants needed to synthesize it. (3) Given the product [C:8]1([C:4]2[N:3]=[C:2]([C:19]3[N:23]4[CH:24]=[CH:25][C:26]([C:28]([F:29])([F:30])[F:31])=[N:27][C:22]4=[N:21][CH:20]=3)[CH:7]=[CH:6][CH:5]=2)[CH:13]=[CH:12][CH:11]=[CH:10][CH:9]=1, predict the reactants needed to synthesize it. The reactants are: Br[C:2]1[CH:7]=[CH:6][CH:5]=[C:4]([C:8]2[CH:13]=[CH:12][CH:11]=[CH:10][CH:9]=2)[N:3]=1.C([Sn](CCCC)(CCCC)[C:19]1[N:23]2[CH:24]=[CH:25][C:26]([C:28]([F:31])([F:30])[F:29])=[N:27][C:22]2=[N:21][CH:20]=1)CCC. (4) Given the product [NH2:1][C:2]1[C:11]2[N:12]=[C:13]([CH2:24][O:25][CH2:26][CH3:27])[N:14]([CH2:15][C:16]([NH:19][S:20]([CH3:23])(=[O:22])=[O:21])([CH3:18])[CH3:17])[C:10]=2[C:9]2[N:8]=[CH:7][C:6]([C:35]3[CH:34]=[CH:33][CH:32]=[C:31]([CH2:30][OH:29])[CH:36]=3)=[CH:5][C:4]=2[N:3]=1, predict the reactants needed to synthesize it. The reactants are: [NH2:1][C:2]1[C:11]2[N:12]=[C:13]([CH2:24][O:25][CH2:26][CH3:27])[N:14]([CH2:15][C:16]([NH:19][S:20]([CH3:23])(=[O:22])=[O:21])([CH3:18])[CH3:17])[C:10]=2[C:9]2[N:8]=[CH:7][C:6](Br)=[CH:5][C:4]=2[N:3]=1.[OH:29][CH2:30][C:31]1[CH:32]=[C:33](B(O)O)[CH:34]=[CH:35][CH:36]=1.C(=O)([O-])[O-].[Na+].[Na+].O.